From a dataset of Reaction yield outcomes from USPTO patents with 853,638 reactions. Predict the reaction yield, written as a fraction of the theoretical maximum amount of product (1.0 means a 100% yield; for example, 0.34 means a 34% yield). The reactants are C[O:2][C:3](=[O:19])[CH2:4][C:5]1[N:6]=[C:7]([CH2:11][CH2:12][C:13]2[CH:18]=[CH:17][CH:16]=[CH:15][CH:14]=2)[O:8][C:9]=1[CH3:10].[OH-].[Na+]. The catalyst is CO. The product is [CH3:10][C:9]1[O:8][C:7]([CH2:11][CH2:12][C:13]2[CH:14]=[CH:15][CH:16]=[CH:17][CH:18]=2)=[N:6][C:5]=1[CH2:4][C:3]([OH:19])=[O:2]. The yield is 0.630.